Dataset: CYP2C9 inhibition data for predicting drug metabolism from PubChem BioAssay. Task: Regression/Classification. Given a drug SMILES string, predict its absorption, distribution, metabolism, or excretion properties. Task type varies by dataset: regression for continuous measurements (e.g., permeability, clearance, half-life) or binary classification for categorical outcomes (e.g., BBB penetration, CYP inhibition). Dataset: cyp2c9_veith. The compound is CN(C)c1ccc(-c2cncnc2NCc2ccccc2)cc1. The result is 0 (non-inhibitor).